Dataset: Reaction yield outcomes from USPTO patents with 853,638 reactions. Task: Predict the reaction yield, written as a fraction of the theoretical maximum amount of product (1.0 means a 100% yield; for example, 0.34 means a 34% yield). (1) The catalyst is C1COCC1. The yield is 0.400. The reactants are [C:1]([O:4][C:5]1[CH:10]=[CH:9][C:8]([O:11]C=O)=[CH:7][C:6]=1[O:14]C)(=O)C.O.[Li+].[OH-]. The product is [CH3:1][O:4][C:5]1[CH:10]=[CH:9][C:8]([OH:11])=[CH:7][C:6]=1[OH:14]. (2) The reactants are Cl.[CH3:2][O:3][C:4]([C:6]1[CH:7]=[C:8]2[C:12](=[CH:13][CH:14]=1)[CH2:11][CH2:10][C@H:9]2[NH2:15])=[O:5].CCN(C(C)C)C(C)C.[Cl:25][C:26]1[C:34]([F:35])=[CH:33][CH:32]=[CH:31][C:27]=1[C:28](Cl)=[O:29]. The catalyst is ClCCl.C(OCC)(=O)C. The product is [Cl:25][C:26]1[C:34]([F:35])=[CH:33][CH:32]=[CH:31][C:27]=1[C:28]([NH:15][C@H:9]1[C:8]2[C:12](=[CH:13][CH:14]=[C:6]([C:4]([O:3][CH3:2])=[O:5])[CH:7]=2)[CH2:11][CH2:10]1)=[O:29]. The yield is 0.920.